This data is from Forward reaction prediction with 1.9M reactions from USPTO patents (1976-2016). The task is: Predict the product of the given reaction. (1) The product is: [C:48]([O:52][C:46](=[O:31])[NH:43][C:16]1[C:17]([CH2:19][CH3:20])=[N:18][N:12]2[C:11]([C:4]3[CH:5]=[CH:6][C:7]([O:9][CH3:10])=[CH:8][C:3]=3[O:2][CH3:1])=[CH:15][O:14][C:13]=12)([CH3:51])([CH3:50])[CH3:49]. Given the reactants [CH3:1][O:2][C:3]1[CH:8]=[C:7]([O:9][CH3:10])[CH:6]=[CH:5][C:4]=1[C:11]1[N:12]2[N:18]=[C:17]([CH2:19][CH3:20])[C:16](C(O)=O)=[C:13]2[O:14][CH:15]=1.C1(P(N=[N+]=[N-])(C2C=CC=CC=2)=[O:31])C=CC=CC=1.C([N:43]([CH2:46]C)CC)C.[C:48]([OH:52])([CH3:51])([CH3:50])[CH3:49], predict the reaction product. (2) Given the reactants [CH:1]1([C@@H:6]([C:10]2[CH:15]=[CH:14][C:13]([CH3:16])=[CH:12][CH:11]=2)[C:7]([OH:9])=[O:8])[CH2:5][CH2:4][CH2:3][CH2:2]1.S(=O)(=O)(O)O.[CH3:22][C:23]([CH3:25])=[CH2:24], predict the reaction product. The product is: [CH:1]1([C@@H:6]([C:10]2[CH:15]=[CH:14][C:13]([CH3:16])=[CH:12][CH:11]=2)[C:7]([O:9][C:23]([CH3:25])([CH3:24])[CH3:22])=[O:8])[CH2:5][CH2:4][CH2:3][CH2:2]1.